From a dataset of Full USPTO retrosynthesis dataset with 1.9M reactions from patents (1976-2016). Predict the reactants needed to synthesize the given product. Given the product [Br:14][C:15]1[CH:16]=[CH:17][C:18]([Cl:25])=[C:19]([S:21]([NH:1][C:2]2[CH:7]=[CH:6][CH:5]=[CH:4][CH:3]=2)(=[O:23])=[O:22])[CH:20]=1, predict the reactants needed to synthesize it. The reactants are: [NH2:1][C:2]1[CH:7]=[CH:6][CH:5]=[CH:4][CH:3]=1.N1C=CC=CC=1.[Br:14][C:15]1[CH:16]=[CH:17][C:18]([Cl:25])=[C:19]([S:21](Cl)(=[O:23])=[O:22])[CH:20]=1.